From a dataset of Peptide-MHC class I binding affinity with 185,985 pairs from IEDB/IMGT. Regression. Given a peptide amino acid sequence and an MHC pseudo amino acid sequence, predict their binding affinity value. This is MHC class I binding data. (1) The peptide sequence is FMFNELLAL. The MHC is HLA-B27:03 with pseudo-sequence HLA-B27:03. The binding affinity (normalized) is 0.0847. (2) The peptide sequence is HLPGFGTAF. The MHC is HLA-B57:01 with pseudo-sequence HLA-B57:01. The binding affinity (normalized) is 0.0847. (3) The peptide sequence is RLEELLPAV. The MHC is HLA-A68:02 with pseudo-sequence HLA-A68:02. The binding affinity (normalized) is 0. (4) The MHC is HLA-A02:02 with pseudo-sequence HLA-A02:02. The binding affinity (normalized) is 0.839. The peptide sequence is ATAKAAAAV. (5) The peptide sequence is RVLYDEFVT. The MHC is HLA-A02:06 with pseudo-sequence HLA-A02:06. The binding affinity (normalized) is 0.311. (6) The peptide sequence is FSSFFSGSCL. The MHC is H-2-Db with pseudo-sequence H-2-Db. The binding affinity (normalized) is 0.285. (7) The MHC is HLA-B15:03 with pseudo-sequence HLA-B15:03. The binding affinity (normalized) is 0. The peptide sequence is KYRLKHIVW.